This data is from Forward reaction prediction with 1.9M reactions from USPTO patents (1976-2016). The task is: Predict the product of the given reaction. Given the reactants Br[C:2]1[CH:3]=[C:4]([N:8]2[C:16]3[CH:15]=[CH:14][C:13]([CH3:17])=[CH:12][C:11]=3[C:10]3[CH2:18][N:19]([CH3:22])[CH2:20][CH2:21][C:9]2=3)[CH:5]=[CH:6][CH:7]=1.[OH:23][C:24]1[N:29]=[CH:28][C:27](B2OC(C)(C)C(C)(C)O2)=[CH:26][CH:25]=1.C([O-])([O-])=O.[K+].[K+].O, predict the reaction product. The product is: [CH3:22][N:19]1[CH2:20][CH2:21][C:9]2[N:8]([C:4]3[CH:5]=[C:6]([C:27]4[CH:26]=[CH:25][C:24]([OH:23])=[N:29][CH:28]=4)[CH:7]=[CH:2][CH:3]=3)[C:16]3[CH:15]=[CH:14][C:13]([CH3:17])=[CH:12][C:11]=3[C:10]=2[CH2:18]1.